Dataset: Full USPTO retrosynthesis dataset with 1.9M reactions from patents (1976-2016). Task: Predict the reactants needed to synthesize the given product. (1) Given the product [N:20]1[CH:19]=[CH:18][CH:17]=[CH:22][C:21]=1[S:23][C:3]1[C:4]2[C:9](=[CH:8][CH:7]=[CH:6][CH:5]=2)[NH:1][C:2]=1[C:10]([N:12]1[CH2:16][CH2:15][CH2:14][CH2:13]1)=[O:11], predict the reactants needed to synthesize it. The reactants are: [NH:1]1[C:9]2[C:4](=[CH:5][CH:6]=[CH:7][CH:8]=2)[CH:3]=[C:2]1[C:10]([N:12]1[CH2:16][CH2:15][CH2:14][CH2:13]1)=[O:11].[CH:17]1[CH:22]=[C:21]([S:23][S:23][C:21]2[N:20]=[CH:19][CH:18]=[CH:17][CH:22]=2)[N:20]=[CH:19][CH:18]=1. (2) Given the product [CH2:46]([N:39]([C:40]1[CH:45]=[CH:44][CH:43]=[CH:42][CH:41]=1)[C:37]([CH2:36][NH:34][C@@H:10]1[CH2:9][NH:8][CH2:12][C@H:11]1[CH2:13][N:14]([CH:31]([CH3:33])[CH3:32])[C:15](=[O:30])[C:16]1[CH:21]=[CH:20][C:19]([O:22][CH3:23])=[C:18]([O:24][CH2:25][CH2:26][CH2:27][O:28][CH3:29])[CH:17]=1)=[O:38])[CH3:47], predict the reactants needed to synthesize it. The reactants are: C(OC([N:8]1[CH2:12][C@@H:11]([CH2:13][N:14]([CH:31]([CH3:33])[CH3:32])[C:15](=[O:30])[C:16]2[CH:21]=[CH:20][C:19]([O:22][CH3:23])=[C:18]([O:24][CH2:25][CH2:26][CH2:27][O:28][CH3:29])[CH:17]=2)[C@H:10]([NH2:34])[CH2:9]1)=O)(C)(C)C.Cl[CH2:36][C:37]([N:39]([CH2:46][CH3:47])[C:40]1[CH:45]=[CH:44][CH:43]=[CH:42][CH:41]=1)=[O:38].[Cl-].CC#N.O. (3) Given the product [NH2:17][C:13]1[CH:12]=[C:11]([N:10]([C:20]2[CH:21]=[C:22]([NH:26][C:34]3[CH:39]=[CH:38][C:37]([N:40]4[CH2:41][CH2:42][N:43]([CH3:46])[CH2:44][CH2:45]4)=[CH:36][C:35]=3[O:47][CH3:48])[N:23]=[CH:24][N:25]=2)[C:9]([NH:8][CH2:1][C:2]2[CH:3]=[CH:4][CH:5]=[CH:6][CH:7]=2)=[O:49])[CH:16]=[CH:15][CH:14]=1, predict the reactants needed to synthesize it. The reactants are: [CH2:1]([NH:8][C:9](=[O:49])[N:10]([C:20]1[N:25]=[CH:24][N:23]=[C:22]([N:26]([C:34]2[CH:39]=[CH:38][C:37]([N:40]3[CH2:45][CH2:44][N:43]([CH3:46])[CH2:42][CH2:41]3)=[CH:36][C:35]=2[O:47][CH3:48])C(=O)OC(C)(C)C)[CH:21]=1)[C:11]1[CH:16]=[CH:15][CH:14]=[C:13]([N+:17]([O-])=O)[CH:12]=1)[C:2]1[CH:7]=[CH:6][CH:5]=[CH:4][CH:3]=1.O.O.[Sn](Cl)Cl.Cl.[OH-].[NH4+].C([O-])([O-])=O.[Na+].[Na+]. (4) Given the product [NH2:18][C:15]1[CH:16]=[CH:17][C:12]([S:9]([NH:8][C:6]2[S:7][C:3]([CH2:2][OH:1])=[N:4][N:5]=2)(=[O:11])=[O:10])=[CH:13][CH:14]=1, predict the reactants needed to synthesize it. The reactants are: [OH:1][CH2:2][C:3]1[S:7][C:6]([NH:8][S:9]([C:12]2[CH:17]=[CH:16][C:15]([NH:18]C(=O)C)=[CH:14][CH:13]=2)(=[O:11])=[O:10])=[N:5][N:4]=1.Cl.